Dataset: Catalyst prediction with 721,799 reactions and 888 catalyst types from USPTO. Task: Predict which catalyst facilitates the given reaction. (1) Reactant: [N:1]1[CH:6]=[CH:5][C:4]([C:7]2[N:11]=[C:10]([C@@H:12]3[CH2:16][CH2:15][C@H:14]([CH2:17][OH:18])[CH2:13]3)[O:9][N:8]=2)=[CH:3][CH:2]=1.Br[CH2:20][CH2:21][CH3:22]. Product: [CH2:20]([O:18][CH2:17][C@@H:14]1[CH2:15][CH2:16][C@H:12]([C:10]2[O:9][N:8]=[C:7]([C:4]3[CH:3]=[CH:2][N:1]=[CH:6][CH:5]=3)[N:11]=2)[CH2:13]1)[CH2:21][CH3:22]. The catalyst class is: 682. (2) Reactant: N[C@H:2]([CH2:6][CH:7]1[CH2:11][CH2:10][CH2:9][CH2:8]1)[C:3]([OH:5])=[O:4].[OH:12]S(O)(=O)=O.N([O-])=O.[Na+]. Product: [CH:7]1([CH2:6][C@@H:2]([OH:12])[C:3]([OH:5])=[O:4])[CH2:11][CH2:10][CH2:9][CH2:8]1. The catalyst class is: 6.